From a dataset of Reaction yield outcomes from USPTO patents with 853,638 reactions. Predict the reaction yield, written as a fraction of the theoretical maximum amount of product (1.0 means a 100% yield; for example, 0.34 means a 34% yield). The reactants are Cl[C:2]1[N:7]=[C:6]([NH:8][CH:9]2[CH2:12][CH2:11][CH2:10]2)[N:5]=[C:4]([NH:13][CH2:14][C:15]#[CH:16])[N:3]=1.Cl.[CH3:18][O:19][NH:20][CH3:21].CON(C)C1N=C(NCCC)N=C(NCC#C)N=1. No catalyst specified. The product is [CH:9]1([NH:8][C:6]2[N:5]=[C:4]([NH:13][CH2:14][C:15]#[CH:16])[N:3]=[C:2]([N:20]([CH3:21])[O:19][CH3:18])[N:7]=2)[CH2:12][CH2:11][CH2:10]1. The yield is 0.770.